This data is from Experimental lipophilicity measurements (octanol/water distribution) for 4,200 compounds from AstraZeneca. The task is: Regression/Classification. Given a drug SMILES string, predict its absorption, distribution, metabolism, or excretion properties. Task type varies by dataset: regression for continuous measurements (e.g., permeability, clearance, half-life) or binary classification for categorical outcomes (e.g., BBB penetration, CYP inhibition). For this dataset (lipophilicity_astrazeneca), we predict Y. (1) The compound is O=C(Nc1nc(-c2ccccc2)cs1)c1cccnc1. The Y is 3.62 logD. (2) The compound is CC(C)Cn1c(=O)n(C)c(=O)c2c(C(=O)N3CC=CC3)c(Cc3ccccc3C(F)(F)F)sc21. The Y is 3.53 logD. (3) The drug is CN(C)c1nc(Cc2ccc(NC(=O)c3ccc(C(F)(F)F)cc3)cc2)nc(N(C)C)c1CC(=O)O. The Y is 1.46 logD. (4) The drug is NCCCCN(Cc1nc2ccccc2[nH]1)C1CCCc2cccnc21. The Y is 0.830 logD. (5) The drug is Cc1cc2cc3c(C)cc(=O)oc3c(C)c2o1. The Y is 3.47 logD. (6) The drug is O=C(COCc1ccncc1)N1CCC(c2ccc(Cl)cc2Cl)CC1. The Y is 2.63 logD. (7) The drug is CC(C)Cn1c(=O)n(C)c(=O)c2c(C(=O)N3CC[C@@H](O)C3)c(Cc3cncc4ccccc34)sc21. The Y is 1.74 logD. (8) The drug is Cc1cc(CN2Cc3cccnc3CC2C(=O)Nc2ccc(Cl)cc2Cl)ccc1OCC(=O)O. The Y is 1.15 logD. (9) The compound is CC[C@H](NC(=O)c1c([S+]([O-])CC)c(-c2ccccc2)nc2ccccc12)c1ccccc1. The Y is 3.45 logD.